The task is: Regression. Given a peptide amino acid sequence and an MHC pseudo amino acid sequence, predict their binding affinity value. This is MHC class II binding data.. This data is from Peptide-MHC class II binding affinity with 134,281 pairs from IEDB. (1) The peptide sequence is YMKFLANVSTVLTGK. The MHC is DRB1_1001 with pseudo-sequence DRB1_1001. The binding affinity (normalized) is 0.717. (2) The peptide sequence is MNVSIPHSFTMTLK. The MHC is HLA-DPA10201-DPB10501 with pseudo-sequence HLA-DPA10201-DPB10501. The binding affinity (normalized) is 0.104. (3) The peptide sequence is SSDDQVSLIKIPCLS. The MHC is DRB1_1101 with pseudo-sequence DRB1_1101. The binding affinity (normalized) is 0.320. (4) The peptide sequence is YALNEDLRSWTAADT. The MHC is DRB1_1101 with pseudo-sequence DRB1_1101. The binding affinity (normalized) is 0.166. (5) The peptide sequence is GELQIVDKIAAAFKI. The MHC is DRB3_0101 with pseudo-sequence DRB3_0101. The binding affinity (normalized) is 0.569. (6) The peptide sequence is FGSMPALTIACMTVQ. The MHC is H-2-IAb with pseudo-sequence H-2-IAb. The binding affinity (normalized) is 0.116. (7) The peptide sequence is ELYYAIYKASPTLAF. The MHC is DRB1_0901 with pseudo-sequence DRB1_0901. The binding affinity (normalized) is 0.910. (8) The peptide sequence is AFKVAAPAANAAPAN. The MHC is HLA-DPA10201-DPB11401 with pseudo-sequence HLA-DPA10201-DPB11401. The binding affinity (normalized) is 0.838. (9) The peptide sequence is QKLIEDINASFRAAM. The MHC is HLA-DQA10501-DQB10201 with pseudo-sequence HLA-DQA10501-DQB10201. The binding affinity (normalized) is 0.292. (10) The peptide sequence is FFQMTNTNPDQKCIT. The MHC is DRB1_0701 with pseudo-sequence DRB1_0701. The binding affinity (normalized) is 0.672.